Predict the reactants needed to synthesize the given product. From a dataset of Full USPTO retrosynthesis dataset with 1.9M reactions from patents (1976-2016). (1) Given the product [O:1]=[C:2]([CH3:19])[CH2:3][CH2:4][C:5]1[CH:10]=[CH:9][N:8]2[C:11]([C:14]([OH:16])=[O:15])=[CH:12][N:13]=[C:7]2[CH:6]=1, predict the reactants needed to synthesize it. The reactants are: [O:1]=[C:2]([CH3:19])[CH2:3][CH2:4][C:5]1[CH:10]=[CH:9][N:8]2[C:11]([C:14]([O:16]CC)=[O:15])=[CH:12][N:13]=[C:7]2[CH:6]=1.[Li+].[OH-].C(O)(=O)CC(CC(O)=O)(C(O)=O)O. (2) Given the product [CH2:1]([O:8][C:9]([NH:11][CH2:12][C:13]1[CH:14]=[CH:15][C:16]([C:19]([OH:21])=[O:20])=[CH:17][CH:18]=1)=[O:10])[C:2]1[CH:3]=[CH:4][CH:5]=[CH:6][CH:7]=1, predict the reactants needed to synthesize it. The reactants are: [CH2:1]([O:8][C:9]([NH:11][CH2:12][C@H:13]1[CH2:18][CH2:17][C@H:16]([C:19]([OH:21])=[O:20])[CH2:15][CH2:14]1)=[O:10])[C:2]1[CH:7]=[CH:6][CH:5]=[CH:4][CH:3]=1.NCC1C=CC(C(O)=O)=CC=1. (3) Given the product [N:1]1([C:6]2[CH:26]=[CH:25][C:9]([CH2:10][C:11]3[C:12]([O:23][CH3:24])=[N:13][C:14]4[C:19]([C:20]=3[Cl:21])=[CH:18][C:17]([C:27]([OH:34])([C:28]3[CH:33]=[CH:32][CH:31]=[CH:30][CH:29]=3)[CH:35]3[CH2:40][CH2:39][N:38]([C:41](=[O:43])[CH3:42])[CH2:37][CH2:36]3)=[CH:16][CH:15]=4)=[CH:8][CH:7]=2)[CH:5]=[N:4][CH:3]=[N:2]1, predict the reactants needed to synthesize it. The reactants are: [N:1]1([C:6]2[CH:26]=[CH:25][C:9]([CH2:10][C:11]3[C:12]([O:23][CH3:24])=[N:13][C:14]4[C:19]([C:20]=3[Cl:21])=[CH:18][C:17](I)=[CH:16][CH:15]=4)=[CH:8][CH:7]=2)[CH:5]=[N:4][CH:3]=[N:2]1.[C:27]([CH:35]1[CH2:40][CH2:39][N:38]([C:41](=[O:43])[CH3:42])[CH2:37][CH2:36]1)(=[O:34])[C:28]1[CH:33]=[CH:32][CH:31]=[CH:30][CH:29]=1.O.[Cl-].[Na+].